The task is: Predict the product of the given reaction.. This data is from Forward reaction prediction with 1.9M reactions from USPTO patents (1976-2016). (1) Given the reactants [C:1]([Si:5]([C:41]1[CH:46]=[CH:45][CH:44]=[CH:43][CH:42]=1)([C:35]1[CH:40]=[CH:39][CH:38]=[CH:37][CH:36]=1)[O:6][CH2:7][C:8]([NH:12][C:13]([C:15]1[N:19]2[CH:20]=[CH:21][CH:22]=[C:23]([O:24][CH2:25][C:26]3[C:31]([F:32])=[CH:30][CH:29]=[CH:28][C:27]=3[F:33])[C:18]2=[N:17][C:16]=1[CH3:34])=[O:14])([C:10]#[N:11])[CH3:9])([CH3:4])([CH3:3])[CH3:2].C[Sn]([N:51]=[N+:52]=[N-:53])(C)C.Cl.[OH-].[Na+], predict the reaction product. The product is: [C:1]([Si:5]([C:35]1[CH:40]=[CH:39][CH:38]=[CH:37][CH:36]=1)([C:41]1[CH:42]=[CH:43][CH:44]=[CH:45][CH:46]=1)[O:6][CH2:7][C:8]([NH:12][C:13]([C:15]1[N:19]2[CH:20]=[CH:21][CH:22]=[C:23]([O:24][CH2:25][C:26]3[C:31]([F:32])=[CH:30][CH:29]=[CH:28][C:27]=3[F:33])[C:18]2=[N:17][C:16]=1[CH3:34])=[O:14])([C:10]1[N:51]=[N:52][NH:53][N:11]=1)[CH3:9])([CH3:2])([CH3:3])[CH3:4]. (2) Given the reactants [Cl:1][C:2]1[CH:3]=[C:4]2[C:9](=[CH:10][CH:11]=1)[CH:8]=[C:7]([S:12]([NH:15][C@H:16]1[CH2:20][CH2:19][N:18]([C@H:21]([CH3:25])[C:22]([OH:24])=O)[C:17]1=[O:26])(=[O:14])=[O:13])[CH:6]=[CH:5]2.Cl.CN(C)CCCN=C=NCC.C1C=CC2N(O)N=NC=2C=1.[NH:49]1[CH2:54][CH2:53][O:52][CH2:51][CH2:50]1, predict the reaction product. The product is: [Cl:1][C:2]1[CH:3]=[C:4]2[C:9](=[CH:10][CH:11]=1)[CH:8]=[C:7]([S:12]([NH:15][C@H:16]1[CH2:20][CH2:19][N:18]([C@H:21]([CH3:25])[C:22]([N:49]3[CH2:54][CH2:53][O:52][CH2:51][CH2:50]3)=[O:24])[C:17]1=[O:26])(=[O:13])=[O:14])[CH:6]=[CH:5]2.